From a dataset of Catalyst prediction with 721,799 reactions and 888 catalyst types from USPTO. Predict which catalyst facilitates the given reaction. (1) Reactant: [NH2:1][C:2]1[CH:7]=[C:6]([CH3:8])[C:5]([CH3:9])=[CH:4][C:3]=1[NH:10][CH2:11][CH2:12][CH:13]1[O:18][C:17](=[O:19])[CH2:16][CH2:15][CH2:14]1.O.[NH:21]1[C:29](=[O:30])[C:27](=O)[C:25](=O)[NH:24][C:22]1=[O:23].B(O)(O)O. Product: [CH3:8][C:6]1[C:5]([CH3:9])=[CH:4][C:3]2[N:10]([CH2:11][CH2:12][CH:13]3[CH2:14][CH2:15][CH2:16][C:17](=[O:19])[O:18]3)[C:25]3[C:27]([C:29](=[O:30])[NH:21][C:22](=[O:23])[N:24]=3)=[N:1][C:2]=2[CH:7]=1. The catalyst class is: 15. (2) Reactant: [Si:1]([O:8][CH2:9][C@@H:10]1[C:18]2[C:13](=[CH:14][CH:15]=[CH:16][CH:17]=2)[CH2:12][C@H:11]1[NH2:19])([C:4]([CH3:7])([CH3:6])[CH3:5])([CH3:3])[CH3:2].[Cl:20][C:21]1[S:31][C:24]2[NH:25][C:26]([C:28](O)=[O:29])=[CH:27][C:23]=2[CH:22]=1.CCN(C(C)C)C(C)C.C1C=CC2N(O)N=NC=2C=1.CCN=C=NCCCN(C)C. Product: [Si:1]([O:8][CH2:9][C@@H:10]1[C:18]2[C:13](=[CH:14][CH:15]=[CH:16][CH:17]=2)[CH2:12][C@H:11]1[NH:19][C:28]([C:26]1[NH:25][C:24]2[S:31][C:21]([Cl:20])=[CH:22][C:23]=2[CH:27]=1)=[O:29])([C:4]([CH3:7])([CH3:6])[CH3:5])([CH3:3])[CH3:2]. The catalyst class is: 2. (3) Reactant: [C:1]([NH:4][CH:5]([CH2:11][C:12]1[CH:17]=[CH:16][CH:15]=[C:14]([C:18]#[N:19])[CH:13]=1)[C:6]([O:8][CH2:9][CH3:10])=[O:7])(=[O:3])[CH3:2].C(=O)([O-])O.[NH4+]. Product: [C:1]([NH:4][C@H:5]([CH2:11][C:12]1[CH:17]=[CH:16][CH:15]=[C:14]([C:18]#[N:19])[CH:13]=1)[C:6]([O:8][CH2:9][CH3:10])=[O:7])(=[O:3])[CH3:2]. The catalyst class is: 192. (4) Reactant: P(Cl)(Cl)([Cl:3])=O.N1C2C(=CC=CC=2)C=CC=1.[N+:16]([C:19]1[C:20](O)=[N:21][CH:22]=[C:23]([C:25]([F:28])([F:27])[F:26])[CH:24]=1)([O-:18])=[O:17].C([O-])([O-])=O.[Na+].[Na+]. Product: [Cl:3][C:20]1[C:19]([N+:16]([O-:18])=[O:17])=[CH:24][C:23]([C:25]([F:28])([F:27])[F:26])=[CH:22][N:21]=1. The catalyst class is: 6. (5) Reactant: FC(F)(F)C(O[I:6]([C:14]1[CH:19]=[CH:18][CH:17]=[CH:16][CH:15]=1)OC(=O)C(F)(F)F)=O.II.C1([C:30]23[CH2:37][CH2:36][C:33]([C:38]([O:40][CH2:41][CH3:42])=[O:39])([CH2:34][CH2:35]2)[CH2:32][CH2:31]3)C=CC=CC=1.S([O-])([O-])(=O)=S.[Na+].[Na+]. Product: [I:6][C:14]1[CH:15]=[CH:16][C:17]([C:30]23[CH2:37][CH2:36][C:33]([C:38]([O:40][CH2:41][CH3:42])=[O:39])([CH2:32][CH2:31]2)[CH2:34][CH2:35]3)=[CH:18][CH:19]=1. The catalyst class is: 22. (6) Reactant: C([Li])CCC.CC1(C)CCCC(C)(C)N1.[Cl:16][C:17]1[CH:22]=[N:21][CH:20]=[C:19]([Cl:23])[N:18]=1.[CH:24](OCC)=[O:25]. Product: [Cl:16][C:17]1[C:22]([CH:24]=[O:25])=[N:21][CH:20]=[C:19]([Cl:23])[N:18]=1. The catalyst class is: 1. (7) Reactant: [C:1]([C:3]1[N:8]=[CH:7][C:6]([NH:9][C:10]([C:12]2[C:20]3[C:15](=[CH:16][CH:17]=[C:18]([C:21]4[CH:22]=[N:23][CH:24]=[C:25]([CH2:27][N:28]5[CH2:33][CH2:32][CH2:31][CH2:30][CH2:29]5)[CH:26]=4)[CH:19]=3)[NH:14][N:13]=2)=[O:11])=[CH:5][CH:4]=1)#[N:2].S(=O)(=O)(O)[OH:35].[NH4+].[OH-]. Product: [C:1]([C:3]1[N:8]=[CH:7][C:6]([NH:9][C:10]([C:12]2[C:20]3[C:15](=[CH:16][CH:17]=[C:18]([C:21]4[CH:22]=[N:23][CH:24]=[C:25]([CH2:27][N:28]5[CH2:33][CH2:32][CH2:31][CH2:30][CH2:29]5)[CH:26]=4)[CH:19]=3)[NH:14][N:13]=2)=[O:11])=[CH:5][CH:4]=1)(=[O:35])[NH2:2]. The catalyst class is: 15.